This data is from Forward reaction prediction with 1.9M reactions from USPTO patents (1976-2016). The task is: Predict the product of the given reaction. (1) Given the reactants [NH:1]1[CH:5]=[C:4]([C:6]([O:8][CH3:9])=[O:7])[N:3]=[CH:2]1.I[C:11]1[CH:18]=[CH:17][CH:16]=[CH:15][C:12]=1[C:13]#[N:14].N1CCC[C@H]1C(O)=O.C(=O)([O-])[O-].[K+].[K+], predict the reaction product. The product is: [C:13]([C:12]1[CH:15]=[CH:16][CH:17]=[CH:18][C:11]=1[N:1]1[CH:5]=[C:4]([C:6]([O:8][CH3:9])=[O:7])[N:3]=[CH:2]1)#[N:14]. (2) Given the reactants [O:1]1[CH2:6][CH2:5][CH2:4][CH2:3][CH:2]1[O:7][CH2:8][CH2:9][C:10]1[NH:11][C:12]2[C:17]([CH:18]=1)=[CH:16][CH:15]=[C:14]([CH2:19][OH:20])[CH:13]=2, predict the reaction product. The product is: [O:1]1[CH2:6][CH2:5][CH2:4][CH2:3][CH:2]1[O:7][CH2:8][CH2:9][C:10]1[NH:11][C:12]2[C:17]([CH:18]=1)=[CH:16][CH:15]=[C:14]([CH:19]=[O:20])[CH:13]=2. (3) The product is: [ClH:11].[CH2:1]1[C:9]2[C:4](=[CH:5][C:6]([NH:10][C:12]3[C:21]4[C:16](=[C:17]([I:23])[C:18]([CH3:22])=[CH:19][CH:20]=4)[N:15]=[CH:14][N:13]=3)=[CH:7][CH:8]=2)[CH2:3][CH2:2]1. Given the reactants [CH2:1]1[C:9]2[C:4](=[CH:5][C:6]([NH2:10])=[CH:7][CH:8]=2)[CH2:3][CH2:2]1.[Cl:11][C:12]1[C:21]2[C:16](=[C:17]([I:23])[C:18]([CH3:22])=[CH:19][CH:20]=2)[N:15]=[CH:14][N:13]=1.CC(O)C, predict the reaction product. (4) Given the reactants C(=O)([O-])[O-].[K+].[K+].[CH3:7][CH:8]1[C:16]2[C:11](=[CH:12][C:13]([OH:18])=[C:14]([OH:17])[CH:15]=2)[CH2:10][CH2:9]1.Cl[CH2:20][C:21]([CH2:23]Cl)=[CH2:22], predict the reaction product. The product is: [CH3:7][CH:8]1[C:16]2[CH:15]=[C:14]3[O:17][CH2:22][C:21](=[CH2:20])[CH2:23][O:18][C:13]3=[CH:12][C:11]=2[CH2:10][CH2:9]1. (5) Given the reactants F[C:2]1[N:10]=[C:9]2[C:5]([N:6]=[CH:7][N:8]2[CH:11]([CH3:13])[CH3:12])=[C:4]([NH:14][CH2:15][C:16]2[CH:17]=[N:18][CH:19]=[CH:20][CH:21]=2)[N:3]=1.CCN(C(C)C)C(C)C.[NH2:31][C@H:32]([CH2:38][CH3:39])[CH:33]([OH:37])[CH:34]([CH3:36])[CH3:35], predict the reaction product. The product is: [CH:11]([N:8]1[CH:7]=[N:6][C:5]2[C:9]1=[N:10][C:2]([NH:31][C@H:32]([CH2:38][CH3:39])[CH:33]([OH:37])[CH:34]([CH3:36])[CH3:35])=[N:3][C:4]=2[NH:14][CH2:15][C:16]1[CH:17]=[N:18][CH:19]=[CH:20][CH:21]=1)([CH3:13])[CH3:12].